The task is: Predict the reaction yield, written as a fraction of the theoretical maximum amount of product (1.0 means a 100% yield; for example, 0.34 means a 34% yield).. This data is from Reaction yield outcomes from USPTO patents with 853,638 reactions. (1) The product is [CH2:22]([O:8][C:7](=[O:9])[C:6]1[CH:10]=[CH:11][CH:12]=[C:4]([N:2]2[C:17]([NH2:18])=[CH:16][C:15]([C:14]([CH3:21])([CH3:20])[CH3:13])=[N:3]2)[CH:5]=1)[CH3:23].[NH2:18][C:17]1[N:2]([C:4]2[CH:5]=[C:6]([CH:10]=[CH:11][CH:12]=2)[C:7]([OH:9])=[O:8])[N:3]=[C:15]([C:14]([CH3:21])([CH3:20])[CH3:13])[CH:16]=1. The reactants are Cl.[NH:2]([C:4]1[CH:5]=[C:6]([CH:10]=[CH:11][CH:12]=1)[C:7]([OH:9])=[O:8])[NH2:3].[CH3:13][C:14]([CH3:21])([CH3:20])[C:15](=O)[CH2:16][C:17]#[N:18].[CH2:22](O)[CH3:23]. No catalyst specified. The yield is 0.400. (2) The reactants are [OH:1][CH2:2][CH2:3][CH2:4][CH2:5][CH2:6][CH2:7][CH2:8][CH2:9][CH2:10][CH2:11][CH2:12][CH2:13][CH2:14][CH2:15][CH2:16][C:17]([O:19][CH2:20][C:21]1[CH:26]=[CH:25][CH:24]=[CH:23][CH:22]=1)=[O:18].[C:27]([NH:37][CH2:38][C:39](=[O:45])[CH2:40][CH2:41][C:42](O)=[O:43])([O:29][CH2:30][C:31]1[CH:36]=[CH:35][CH:34]=[CH:33][CH:32]=1)=[O:28].N1(C2C=CN=CC=2)CCCC1.C(N=C=NC(C)C)(C)C. The catalyst is ClCCl. The product is [C:27]([NH:37][CH2:38][C:39](=[O:45])[CH2:40][CH2:41][C:42]([O:1][CH2:2][CH2:3][CH2:4][CH2:5][CH2:6][CH2:7][CH2:8][CH2:9][CH2:10][CH2:11][CH2:12][CH2:13][CH2:14][CH2:15][CH2:16][C:17]([O:19][CH2:20][C:21]1[CH:22]=[CH:23][CH:24]=[CH:25][CH:26]=1)=[O:18])=[O:43])([O:29][CH2:30][C:31]1[CH:36]=[CH:35][CH:34]=[CH:33][CH:32]=1)=[O:28]. The yield is 0.290. (3) The reactants are [NH:1]([C:3]1[N:4]=[C:5]2[CH:11]=[CH:10][N:9]([S:12]([C:15]3[CH:21]=[CH:20][C:18]([CH3:19])=[CH:17][CH:16]=3)(=[O:14])=[O:13])[C:6]2=[N:7][CH:8]=1)[NH2:2].[CH2:22]([CH:24]1[CH2:32][C:27]2([O:31][CH2:30][CH2:29][O:28]2)[CH2:26][CH:25]1[C:33](O)=[O:34])[CH3:23].CN(C(ON1N=NC2C=CC=NC1=2)=[N+](C)C)C.F[P-](F)(F)(F)(F)F. The catalyst is C(Cl)Cl. The product is [CH2:22]([CH:24]1[CH2:32][C:27]2([O:28][CH2:29][CH2:30][O:31]2)[CH2:26][CH:25]1[C:33]([NH:2][NH:1][C:3]1[N:4]=[C:5]2[CH:11]=[CH:10][N:9]([S:12]([C:15]3[CH:21]=[CH:20][C:18]([CH3:19])=[CH:17][CH:16]=3)(=[O:13])=[O:14])[C:6]2=[N:7][CH:8]=1)=[O:34])[CH3:23]. The yield is 0.890.